From a dataset of Full USPTO retrosynthesis dataset with 1.9M reactions from patents (1976-2016). Predict the reactants needed to synthesize the given product. Given the product [F:1][C:2]1[CH:9]=[CH:8][C:7]([C:10]2[CH:15]=[CH:14][CH:13]=[C:12]([CH2:16][NH:18][C@H:19]([CH:20]([CH3:22])[CH3:21])[CH2:23][OH:24])[N:11]=2)=[CH:6][C:3]=1[C:4]#[N:5], predict the reactants needed to synthesize it. The reactants are: [F:1][C:2]1[CH:9]=[CH:8][C:7]([C:10]2[CH:15]=[CH:14][CH:13]=[C:12]([CH:16]=O)[N:11]=2)=[CH:6][C:3]=1[C:4]#[N:5].[NH2:18][C@@H:19]([CH2:23][OH:24])[CH:20]([CH3:22])[CH3:21].C(O)(=O)C.C([BH3-])#N.